This data is from NCI-60 drug combinations with 297,098 pairs across 59 cell lines. The task is: Regression. Given two drug SMILES strings and cell line genomic features, predict the synergy score measuring deviation from expected non-interaction effect. Drug 1: C1CC(=O)NC(=O)C1N2CC3=C(C2=O)C=CC=C3N. Drug 2: CCC1(CC2CC(C3=C(CCN(C2)C1)C4=CC=CC=C4N3)(C5=C(C=C6C(=C5)C78CCN9C7C(C=CC9)(C(C(C8N6C)(C(=O)OC)O)OC(=O)C)CC)OC)C(=O)OC)O.OS(=O)(=O)O. Cell line: CCRF-CEM. Synergy scores: CSS=53.8, Synergy_ZIP=1.54, Synergy_Bliss=5.60, Synergy_Loewe=-17.5, Synergy_HSA=7.23.